This data is from Reaction yield outcomes from USPTO patents with 853,638 reactions. The task is: Predict the reaction yield, written as a fraction of the theoretical maximum amount of product (1.0 means a 100% yield; for example, 0.34 means a 34% yield). (1) The reactants are FC(F)(F)S(O[C:7]1[CH2:8][C@H:9]2[C:15](=[O:16])[N:14]([CH2:17][O:18][CH2:19][CH2:20][Si:21]([CH3:24])([CH3:23])[CH3:22])[C:13]3[CH:25]=[C:26]([O:31][CH2:32][CH2:33][CH2:34][O:35][C:36]4[C:37]([O:67][CH3:68])=[CH:38][C:39]5[C:45](=[O:46])[N:44]6[CH:47]=[C:48]([C:50]7[CH:55]=[CH:54][C:53]([NH2:56])=[CH:52][CH:51]=7)[CH2:49][C@H:43]6[C:42](=[O:57])[N:41]([CH2:58][O:59][CH2:60][CH2:61][Si:62]([CH3:65])([CH3:64])[CH3:63])[C:40]=5[CH:66]=4)[C:27]([O:29][CH3:30])=[CH:28][C:12]=3[C:11](=[O:69])[N:10]2[CH:70]=1)(=O)=O.[OH2:73]. The catalyst is C(O)C.C1(C)C=CC=CC=1.C1C=CC([P]([Pd]([P](C2C=CC=CC=2)(C2C=CC=CC=2)C2C=CC=CC=2)([P](C2C=CC=CC=2)(C2C=CC=CC=2)C2C=CC=CC=2)[P](C2C=CC=CC=2)(C2C=CC=CC=2)C2C=CC=CC=2)(C2C=CC=CC=2)C2C=CC=CC=2)=CC=1. The product is [NH2:56][C:53]1[CH:54]=[CH:55][C:50]([C:48]2[CH2:49][C@@H:43]3[N:44]([CH:47]=2)[C:45](=[O:46])[C:39]2[CH:38]=[C:37]([O:67][CH3:68])[C:36]([O:35][CH2:34][CH2:33][CH2:32][O:31][C:26]4[C:27]([O:29][CH3:30])=[CH:28][C:12]5[C:11](=[O:69])[N:10]6[CH:70]=[C:7]([C:25]7[CH:13]=[CH:12][C:28]8[O:73][CH2:30][O:29][C:27]=8[CH:26]=7)[CH2:8][C@H:9]6[C:15](=[O:16])[N:14]([CH2:17][O:18][CH2:19][CH2:20][Si:21]([CH3:22])([CH3:23])[CH3:24])[C:13]=5[CH:25]=4)=[CH:66][C:40]=2[N:41]([CH2:58][O:59][CH2:60][CH2:61][Si:62]([CH3:64])([CH3:65])[CH3:63])[C:42]3=[O:57])=[CH:51][CH:52]=1. The yield is 0.710. (2) The reactants are [NH:1]1[CH2:5][CH2:4][C:3](=[O:6])[NH:2]1.[F:7][C:8]1[CH:9]=[C:10]([CH:14]=[CH:15][CH:16]=1)[C:11](O)=[O:12].C(N(CC)CC)C.CCCP1(OP(CCC)(=O)OP(CCC)(=O)O1)=O. The catalyst is ClCCl. The product is [F:7][C:8]1[CH:9]=[C:10]([CH:14]=[CH:15][CH:16]=1)[C:11]([N:1]1[CH2:5][CH2:4][C:3](=[O:6])[NH:2]1)=[O:12]. The yield is 0.320. (3) The reactants are [CH2:1]([S:3][C:4]1[CH:9]=[C:8]([N:10]2[CH2:15][CH2:14][O:13][CH2:12][CH2:11]2)[N:7]=[C:6]([CH3:16])[C:5]=1[C:17]([OH:19])=O)[CH3:2].F[P-](F)(F)(F)(F)F.N1(OC(N(C)C)=[N+](C)C)C2N=CC=CC=2N=N1.C(N(C(C)C)CC)(C)C.[Cl:53][C:54]1[CH:61]=[CH:60][C:57]([CH2:58][NH2:59])=[CH:56][CH:55]=1. The catalyst is ClCCl. The product is [Cl:53][C:54]1[CH:61]=[CH:60][C:57]([CH2:58][NH:59][C:17]([C:5]2[C:6]([CH3:16])=[N:7][C:8]([N:10]3[CH2:11][CH2:12][O:13][CH2:14][CH2:15]3)=[CH:9][C:4]=2[S:3][CH2:1][CH3:2])=[O:19])=[CH:56][CH:55]=1. The yield is 0.690. (4) The reactants are Br[C:2]1[S:6][C:5](C(N)=O)=[N:4][CH:3]=1.[CH3:10][N:11]1[C:19]2[C:14](=[CH:15][CH:16]=[CH:17][CH:18]=2)[CH:13]=[C:12]1B(O)O.P([O-])([O-])([O-])=O.[K+].[K+].[K+].CC(=O)OCC.[Cl-].[Na+].O.C[N:41](C=O)C. The catalyst is O. The product is [CH3:10][N:11]1[C:19]2[C:14](=[CH:15][CH:16]=[CH:17][CH:18]=2)[CH:13]=[C:12]1[C:2]1[S:6][C:5]([NH2:41])=[N:4][CH:3]=1. The yield is 0.183. (5) The reactants are [NH2:1][C:2]1[C:7]([CH3:8])=[C:6]([C:9]2[CH:14]=[CH:13][C:12]([C:15]([F:18])([F:17])[F:16])=[C:11]([F:19])[CH:10]=2)[N:5]=[C:4]([C:20]([O:22]C)=[O:21])[C:3]=1[Cl:24].[OH-].[Na+].Cl. The catalyst is CO. The product is [NH2:1][C:2]1[C:7]([CH3:8])=[C:6]([C:9]2[CH:14]=[CH:13][C:12]([C:15]([F:17])([F:16])[F:18])=[C:11]([F:19])[CH:10]=2)[N:5]=[C:4]([C:20]([OH:22])=[O:21])[C:3]=1[Cl:24]. The yield is 0.590. (6) The reactants are Br[C:2]1[CH:11]=[CH:10][C:5]([C:6]([O:8][CH3:9])=[O:7])=[C:4]([CH2:12][CH3:13])[CH:3]=1.[CH3:14][N:15](C=O)C. The catalyst is [C-]#N.[C-]#N.[Zn+2].C1C=CC([P]([Pd]([P](C2C=CC=CC=2)(C2C=CC=CC=2)C2C=CC=CC=2)([P](C2C=CC=CC=2)(C2C=CC=CC=2)C2C=CC=CC=2)[P](C2C=CC=CC=2)(C2C=CC=CC=2)C2C=CC=CC=2)(C2C=CC=CC=2)C2C=CC=CC=2)=CC=1. The product is [C:14]([C:2]1[CH:11]=[CH:10][C:5]([C:6]([O:8][CH3:9])=[O:7])=[C:4]([CH2:12][CH3:13])[CH:3]=1)#[N:15]. The yield is 0.400. (7) The reactants are [NH2:1][CH2:2][CH2:3][CH2:4][CH2:5][CH2:6][CH2:7][CH2:8][CH2:9][CH2:10][CH2:11][CH2:12][CH2:13][CH2:14][CH2:15][CH2:16][CH2:17][CH2:18][C:19]([OH:21])=[O:20].[C:22]1(=[O:28])[O:27][C:25](=[O:26])[CH:24]=[CH:23]1.Cl. The catalyst is C(O)C.[OH-].[Na+]. The product is [C:19]([CH2:18][CH2:17][CH2:16][CH2:15][CH2:14][CH2:13][CH2:12][CH2:11][CH2:10][CH2:9][CH2:8][CH2:7][CH2:6][CH2:5][CH2:4][CH2:3][CH2:2][NH:1][C:22](=[O:28])/[CH:23]=[CH:24]\[C:25]([OH:27])=[O:26])([OH:21])=[O:20]. The yield is 0.880. (8) The reactants are [C:1]1([NH2:8])[CH:6]=[CH:5][CH:4]=[CH:3][C:2]=1[NH2:7].[C:9](O)(=O)[CH2:10][CH2:11][C:12]1[CH:17]=[CH:16][CH:15]=[CH:14][CH:13]=1. The catalyst is Cl. The product is [C:12]1([CH2:11][CH2:10][C:9]2[NH:7][C:2]3[CH:3]=[CH:4][CH:5]=[CH:6][C:1]=3[N:8]=2)[CH:17]=[CH:16][CH:15]=[CH:14][CH:13]=1. The yield is 0.830.